Task: Predict the reaction yield, written as a fraction of the theoretical maximum amount of product (1.0 means a 100% yield; for example, 0.34 means a 34% yield).. Dataset: Reaction yield outcomes from USPTO patents with 853,638 reactions The catalyst is C1COCC1. The yield is 0.450. The reactants are C1CCC(N=C=NC2CCCCC2)CC1.Cl.[C:17]1([NH:23][CH:24]([C:28]2[CH:33]=[CH:32][C:31]([C:34]([F:37])([F:36])[F:35])=[CH:30][CH:29]=2)[C:25]([OH:27])=[O:26])[CH:22]=[CH:21][CH:20]=[CH:19][CH:18]=1.C1C=CC2N(O)N=NC=2C=1.[N:48]12[CH2:55][CH2:54][CH:51]([CH2:52][CH2:53]1)[C@@H:50](O)[CH2:49]2. The product is [N:48]12[CH2:55][CH2:54][CH:51]([CH2:52][CH2:53]1)[C@@H:50]([O:26][C:25](=[O:27])[CH:24]([NH:23][C:17]1[CH:18]=[CH:19][CH:20]=[CH:21][CH:22]=1)[C:28]1[CH:33]=[CH:32][C:31]([C:34]([F:35])([F:36])[F:37])=[CH:30][CH:29]=1)[CH2:49]2.